Dataset: Retrosynthesis with 50K atom-mapped reactions and 10 reaction types from USPTO. Task: Predict the reactants needed to synthesize the given product. (1) Given the product COc1ccccc1Oc1c(NS(=O)(=O)c2ccc(C)cn2)nc(C)nc1OCCNS(=O)(=O)c1ccccc1, predict the reactants needed to synthesize it. The reactants are: COc1ccccc1Oc1c(NS(=O)(=O)c2ccc(C)cn2)nc(C)nc1OCCN.O=S(=O)(Cl)c1ccccc1. (2) Given the product CCOC(=O)CCCNC1N=C(c2ccccc2Cl)c2c(cn(C)c2C)N(C)C1=O, predict the reactants needed to synthesize it. The reactants are: CCOC(=O)CCCN.Cc1c2c(cn1C)N(C)C(=O)C(O)N=C2c1ccccc1Cl.